Dataset: Peptide-MHC class II binding affinity with 134,281 pairs from IEDB. Task: Regression. Given a peptide amino acid sequence and an MHC pseudo amino acid sequence, predict their binding affinity value. This is MHC class II binding data. (1) The peptide sequence is QGEPGRVIRGKKGAG. The MHC is HLA-DQA10301-DQB10302 with pseudo-sequence HLA-DQA10301-DQB10302. The binding affinity (normalized) is 0.00974. (2) The peptide sequence is APTGATTAAAGGYKV. The MHC is HLA-DPA10201-DPB10101 with pseudo-sequence HLA-DPA10201-DPB10101. The binding affinity (normalized) is 0. (3) The peptide sequence is NTSYRLISCNTSVI. The MHC is DRB1_0901 with pseudo-sequence DRB1_0901. The binding affinity (normalized) is 0.476. (4) The peptide sequence is YEAFVLHFSEALHII. The MHC is DRB1_1101 with pseudo-sequence DRB1_1101. The binding affinity (normalized) is 0.453. (5) The peptide sequence is GKAGCQTYKWETFLT. The MHC is HLA-DQA10301-DQB10302 with pseudo-sequence HLA-DQA10301-DQB10302. The binding affinity (normalized) is 0.167. (6) The peptide sequence is YHFDLSGIAFGSMAK. The MHC is DRB1_1101 with pseudo-sequence DRB1_1101. The binding affinity (normalized) is 0.118. (7) The peptide sequence is NASHCNEMSWIQSIP. The MHC is HLA-DQA10101-DQB10501 with pseudo-sequence HLA-DQA10101-DQB10501. The binding affinity (normalized) is 0.332.